This data is from Full USPTO retrosynthesis dataset with 1.9M reactions from patents (1976-2016). The task is: Predict the reactants needed to synthesize the given product. (1) Given the product [C:1]([O:9][C@@H:10]1[CH2:16][C@@H:15]([O:17][C:18](=[O:25])[C:19]2[CH:20]=[CH:21][CH:22]=[CH:23][CH:24]=2)[C@H:14]([CH3:26])[O:13][CH:11]1[OH:12])(=[O:8])[C:2]1[CH:7]=[CH:6][CH:5]=[CH:4][CH:3]=1, predict the reactants needed to synthesize it. The reactants are: [C:1]([O:9][C@@H:10]1[CH2:16][C@@H:15]([O:17][C:18](=[O:25])[C:19]2[CH:24]=[CH:23][CH:22]=[CH:21][CH:20]=2)[C@H:14]([CH3:26])[O:13][C:11]1=[O:12])(=[O:8])[C:2]1[CH:7]=[CH:6][CH:5]=[CH:4][CH:3]=1.C([BH2-]CCC(C)C)CC(C)C.OO.[OH-].[Na+]. (2) Given the product [F:25][C:26]1[CH:33]=[CH:32][C:29]([CH2:30][N:7]2[C:8]3[C:13](=[CH:12][CH:11]=[CH:10][CH:9]=3)[C:5]3[CH2:4][CH:3]([C:14]([O:16][CH3:17])=[O:15])[N:2]([C:18]([O:20][C:21]([CH3:24])([CH3:23])[CH3:22])=[O:19])[CH2:1][C:6]2=3)=[CH:28][CH:27]=1, predict the reactants needed to synthesize it. The reactants are: [CH2:1]1[C:6]2[NH:7][C:8]3[C:13]([C:5]=2[CH2:4][CH:3]([C:14]([O:16][CH3:17])=[O:15])[N:2]1[C:18]([O:20][C:21]([CH3:24])([CH3:23])[CH3:22])=[O:19])=[CH:12][CH:11]=[CH:10][CH:9]=3.[F:25][C:26]1[CH:33]=[CH:32][C:29]([CH2:30]Br)=[CH:28][CH:27]=1.C([O-])([O-])=O.[Cs+].[Cs+]. (3) Given the product [C:16]([O:15][C:13](=[O:14])[NH:12][C:9]([CH3:10])([CH3:11])[CH2:8][C:4]1[CH:5]=[CH:6][CH:7]=[C:2]([Br:1])[CH:3]=1)([CH3:19])([CH3:18])[CH3:17], predict the reactants needed to synthesize it. The reactants are: [Br:1][C:2]1[CH:3]=[C:4]([CH2:8][C:9]([NH2:12])([CH3:11])[CH3:10])[CH:5]=[CH:6][CH:7]=1.[C:13](O[C:13]([O:15][C:16]([CH3:19])([CH3:18])[CH3:17])=[O:14])([O:15][C:16]([CH3:19])([CH3:18])[CH3:17])=[O:14]. (4) Given the product [Cl:1][CH2:2][CH2:3][C:4]1[CH:5]=[CH:6][C:7]2[O:12][CH2:11][C:10](=[O:13])[N:9]([CH3:18])[C:8]=2[C:14]=1[F:15], predict the reactants needed to synthesize it. The reactants are: [Cl:1][CH2:2][CH2:3][C:4]1[CH:5]=[CH:6][C:7]2[O:12][CH2:11][C:10](=[O:13])[NH:9][C:8]=2[C:14]=1[F:15].[H-].[Na+].[CH3:18]I. (5) The reactants are: [H-].[H-].[H-].[H-].[Li+].[Al+3].F[C:8]1[C:13]([N:14]2[CH2:19][CH2:18][N:17]([CH3:20])[CH2:16][CH2:15]2)=[CH:12][CH:11]=[C:10]([N+:21]([O-])=O)[C:9]=1[NH2:24].O.[OH-].[Na+]. Given the product [CH:20]1([N:17]2[CH2:18][CH2:19][N:14]([C:13]3[CH:8]=[C:9]([NH2:24])[C:10]([NH2:21])=[CH:11][CH:12]=3)[CH2:15][CH2:16]2)[CH2:10][CH2:9][CH2:8][CH2:13]1, predict the reactants needed to synthesize it. (6) Given the product [C:1]([C:3]1[CH:8]=[CH:7][C:6]([CH:9]2[N:14]3[N:15]=[C:16]([CH:18]([CH3:20])[CH3:19])[N:17]=[C:13]3[N:12]([C:33]3[CH:32]=[CH:31][CH:30]=[C:29]([C:28]([F:39])([F:38])[F:27])[CH:34]=3)[C:11]([CH3:21])=[C:10]2[C:22]#[N:23])=[CH:5][CH:4]=1)#[N:2], predict the reactants needed to synthesize it. The reactants are: [C:1]([C:3]1[CH:8]=[CH:7][C:6]([CH:9]2[N:14]3[N:15]=[C:16]([CH:18]([CH3:20])[CH3:19])[N:17]=[C:13]3[NH:12][C:11]([CH3:21])=[C:10]2[C:22]#[N:23])=[CH:5][CH:4]=1)#[N:2].ClCCl.[F:27][C:28]([F:39])([F:38])[C:29]1[CH:30]=[C:31](B(O)O)[CH:32]=[CH:33][CH:34]=1.C(N(CC)CC)C. (7) The reactants are: Br[C:2]1[CH:3]=[C:4]([CH2:8][CH2:9][CH2:10][C:11]2[N:15]([CH2:16][CH3:17])[C:14](=[O:18])[N:13]([CH2:19][C:20]3[CH:25]=[CH:24][C:23]([C:26]([CH3:29])([CH3:28])[CH3:27])=[CH:22][CH:21]=3)[N:12]=2)[CH:5]=[CH:6][CH:7]=1.C(=O)([O-])[O-].[K+].[K+].C([O:38][C:39]([CH2:41][C:42]1[CH:43]=[C:44](B(O)O)[CH:45]=[CH:46][CH:47]=1)=[O:40])C. Given the product [C:26]([C:23]1[CH:24]=[CH:25][C:20]([CH2:19][N:13]2[C:14](=[O:18])[N:15]([CH2:16][CH3:17])[C:11]([CH2:10][CH2:9][CH2:8][C:4]3[CH:3]=[C:2]([C:46]4[CH:45]=[CH:44][CH:43]=[C:42]([CH2:41][C:39]([OH:40])=[O:38])[CH:47]=4)[CH:7]=[CH:6][CH:5]=3)=[N:12]2)=[CH:21][CH:22]=1)([CH3:29])([CH3:28])[CH3:27], predict the reactants needed to synthesize it. (8) Given the product [CH2:1]([N:3]1[C:8]2[N:9]=[C:10]([NH:36][CH2:35][CH2:34][CH:31]3[CH2:32][CH2:33][N:28]([CH3:27])[CH2:29][CH2:30]3)[N:11]=[CH:12][C:7]=2[CH:6]=[C:5]([C:16]2[CH:21]=[CH:20][CH:19]=[C:18]([S:22]([CH3:25])(=[O:23])=[O:24])[CH:17]=2)[C:4]1=[O:26])[CH3:2], predict the reactants needed to synthesize it. The reactants are: [CH2:1]([N:3]1[C:8]2[N:9]=[C:10](S(C)=O)[N:11]=[CH:12][C:7]=2[CH:6]=[C:5]([C:16]2[CH:21]=[CH:20][CH:19]=[C:18]([S:22]([CH3:25])(=[O:24])=[O:23])[CH:17]=2)[C:4]1=[O:26])[CH3:2].[CH3:27][N:28]1[CH2:33][CH2:32][CH:31]([CH2:34][CH2:35][NH2:36])[CH2:30][CH2:29]1.CCN(C(C)C)C(C)C. (9) Given the product [NH2:1][C:2]1[O:3][C:4]2[C:9]([CH:10]([C:14]3[CH:19]=[C:18]([O:20][CH3:21])[C:17]([O:22][CH3:23])=[C:16]([Br:24])[CH:15]=3)[C:11]=1[C:12]([NH:30][OH:31])=[NH:13])=[CH:8][CH:7]=[C:6]1[CH:25]=[CH:26][CH:27]=[CH:28][C:5]=21, predict the reactants needed to synthesize it. The reactants are: [NH2:1][C:2]1[O:3][C:4]2[C:9]([CH:10]([C:14]3[CH:19]=[C:18]([O:20][CH3:21])[C:17]([O:22][CH3:23])=[C:16]([Br:24])[CH:15]=3)[C:11]=1[C:12]#[N:13])=[CH:8][CH:7]=[C:6]1[CH:25]=[CH:26][CH:27]=[CH:28][C:5]=21.Cl.[NH2:30][OH:31].C(=O)([O-])[O-].[K+].[K+].